This data is from Forward reaction prediction with 1.9M reactions from USPTO patents (1976-2016). The task is: Predict the product of the given reaction. (1) Given the reactants Cl[C:2]1[CH:7]=[C:6]([C:8]#[N:9])[CH:5]=[CH:4][N:3]=1.O.C(=O)(O)[O-].[Na+].[F:16][C:17]([F:28])([F:27])[C:18]1[CH:23]=[CH:22][C:21](B(O)O)=[CH:20][CH:19]=1, predict the reaction product. The product is: [F:16][C:17]([F:28])([F:27])[C:18]1[CH:23]=[CH:22][C:21]([C:2]2[CH:7]=[C:6]([C:8]#[N:9])[CH:5]=[CH:4][N:3]=2)=[CH:20][CH:19]=1. (2) Given the reactants [C:1]([O:5][C:6]([N:8]([CH2:26][C:27]([O:29][C:30]([CH3:33])([CH3:32])[CH3:31])=[O:28])[C:9]1[CH:14]=[CH:13][CH:12]=[C:11]([CH2:15][NH:16][S:17]([C:20]2[CH:21]=[N:22][CH:23]=[CH:24][CH:25]=2)(=[O:19])=[O:18])[N:10]=1)=[O:7])([CH3:4])([CH3:3])[CH3:2].S1C=CN=C1C1C=CC(CNS(C2C=NC=CC=2)(=O)=O)=CC=1.[S:56]1[C:60]([CH2:61]O)=[CH:59][C:58]2[CH:63]=[CH:64][CH:65]=[CH:66][C:57]1=2, predict the reaction product. The product is: [S:56]1[C:60]([CH2:61][CH:15]([NH:16][S:17]([C:20]2[CH:21]=[N:22][CH:23]=[CH:24][CH:25]=2)(=[O:19])=[O:18])[C:11]2[N:10]=[C:9]([N:8]([CH2:26][C:27]([O:29][C:30]([CH3:33])([CH3:32])[CH3:31])=[O:28])[C:6]([O:5][C:1]([CH3:4])([CH3:3])[CH3:2])=[O:7])[CH:14]=[CH:13][CH:12]=2)=[CH:59][C:58]2[CH:63]=[CH:64][CH:65]=[CH:66][C:57]1=2. (3) Given the reactants [CH3:1][CH:2]([NH2:4])[CH3:3].C([O-])([O-])=O.[K+].[K+].Br[CH2:12][C:13]([O:15][CH3:16])=[O:14], predict the reaction product. The product is: [CH:2]([NH:4][CH2:12][C:13]([O:15][CH3:16])=[O:14])([CH3:3])[CH3:1]. (4) Given the reactants [NH2:1][C:2]1[CH:10]=[CH:9][C:8]([CH3:11])=[CH:7][C:3]=1[C:4](O)=[O:5].C(O)(=O)C.[O:16]([C:18]#[N:19])[K].[OH-].[Na+].Cl, predict the reaction product. The product is: [CH3:11][C:8]1[CH:7]=[C:3]2[C:2](=[CH:10][CH:9]=1)[NH:1][C:18](=[O:16])[NH:19][C:4]2=[O:5]. (5) Given the reactants [Cl-].[Cl-].[CH-:3]1[CH:7]=[CH:6][CH:5]=[CH:4]1.[CH-:8]1[CH:12]=[CH:11][CH:10]=[CH:9]1.[Ti+2:13].C[Li], predict the reaction product. The product is: [CH3:8][C-:3]1[CH:7]=[CH:6][CH:5]=[CH:4]1.[C-:8]1([CH3:3])[CH:12]=[CH:11][CH:10]=[CH:9]1.[Ti+2:13]. (6) Given the reactants [C:1]([C:3]1[CH:8]=[CH:7][C:6]([C:9]2[N:13]3[CH:14]=[C:15]([C:18]4[CH:38]=[CH:37][C:21]([C:22]([N:24]5[CH2:29][CH2:28][N:27](C(OC(C)(C)C)=O)[CH2:26][CH2:25]5)=[O:23])=[C:20]([O:39]C)[CH:19]=4)[CH:16]=[CH:17][C:12]3=[N:11][CH:10]=2)=[CH:5][CH:4]=1)#[N:2].B(Br)(Br)Br, predict the reaction product. The product is: [OH:39][C:20]1[CH:19]=[C:18]([C:15]2[CH:16]=[CH:17][C:12]3[N:13]([C:9]([C:6]4[CH:5]=[CH:4][C:3]([C:1]#[N:2])=[CH:8][CH:7]=4)=[CH:10][N:11]=3)[CH:14]=2)[CH:38]=[CH:37][C:21]=1[C:22]([N:24]1[CH2:29][CH2:28][NH:27][CH2:26][CH2:25]1)=[O:23]. (7) The product is: [Cl:25][C:5]1[C:6]([N:8]([CH:9]2[CH2:14][CH2:13][NH:12][CH2:11][CH:10]2[CH2:22][CH3:23])[CH3:24])=[N:7][C:2]([NH:38][C:32]2[CH:33]=[CH:34][C:35]3[C:30]([CH:31]=2)=[N:29][N:28]([CH3:27])[C:36]=3[CH3:37])=[N:3][CH:4]=1. Given the reactants Cl[C:2]1[N:7]=[C:6]([N:8]([CH3:24])[CH:9]2[CH2:14][CH2:13][N:12](C(OC(C)(C)C)=O)[CH2:11][CH:10]2[CH2:22][CH3:23])[C:5]([Cl:25])=[CH:4][N:3]=1.Cl.[CH3:27][N:28]1[C:36]([CH3:37])=[C:35]2[C:30]([CH:31]=[C:32]([NH2:38])[CH:33]=[CH:34]2)=[N:29]1.C1C=CC(P(C2C(C3C(P(C4C=CC=CC=4)C4C=CC=CC=4)=CC=C4C=3C=CC=C4)=C3C(C=CC=C3)=CC=2)C2C=CC=CC=2)=CC=1.C(=O)([O-])[O-].[Na+].[Na+], predict the reaction product. (8) Given the reactants [NH:1]1[C:5]2=[C:6]3[CH:12]=[CH:11][NH:10][C:7]3=[N:8][CH:9]=[C:4]2[NH:3][C:2]1=[O:13].[F-].[CH2:15]([N+](CCCC)(CCCC)CCCC)[CH2:16][CH2:17][CH3:18].[O:32]1[CH2:36][CH2:35][CH2:34][CH2:33]1, predict the reaction product. The product is: [OH:32][CH2:36][CH:35]1[CH:17]2[CH2:18][CH:33]([CH2:15][CH2:16]2)[CH:34]1[N:1]1[C:5]2=[C:6]3[CH:12]=[CH:11][NH:10][C:7]3=[N:8][CH:9]=[C:4]2[NH:3][C:2]1=[O:13]. (9) Given the reactants [CH2:1]([N:3]1[CH2:8][CH:7]=[C:6]([C:9]2[C:17]3[C:12](=[CH:13][CH:14]=[C:15]([N+:18]([O-])=O)[CH:16]=3)[NH:11][CH:10]=2)[CH2:5][CH2:4]1)[CH3:2].O.NN.N.C(Cl)Cl, predict the reaction product. The product is: [CH2:1]([N:3]1[CH2:4][CH:5]=[C:6]([C:9]2[C:17]3[C:12](=[CH:13][CH:14]=[C:15]([NH2:18])[CH:16]=3)[NH:11][CH:10]=2)[CH2:7][CH2:8]1)[CH3:2]. (10) Given the reactants [Cl:1][C:2]1[CH:9]=[CH:8][C:5]([CH:6]=O)=[CH:4][N:3]=1.[CH3:10][O:11][C:12]([CH:14]=P(C1C=CC=CC=1)(C1C=CC=CC=1)C1C=CC=CC=1)=[O:13].O, predict the reaction product. The product is: [CH3:10][O:11][C:12](=[O:13])[CH:14]=[CH:6][C:5]1[CH:4]=[N:3][C:2]([Cl:1])=[CH:9][CH:8]=1.